From a dataset of Reaction yield outcomes from USPTO patents with 853,638 reactions. Predict the reaction yield, written as a fraction of the theoretical maximum amount of product (1.0 means a 100% yield; for example, 0.34 means a 34% yield). (1) The reactants are Br[CH2:2][CH:3](OCC)OCC.[NH2:10][C:11]1[N:16]=[CH:15][C:14]([C:17]([O:19][CH3:20])=[O:18])=[CH:13][N:12]=1.Br. The catalyst is C(O)C. The product is [N:10]1[CH:2]=[CH:3][N:16]2[CH:15]=[C:14]([C:17]([O:19][CH3:20])=[O:18])[CH:13]=[N:12][C:11]=12. The yield is 0.870. (2) The reactants are [N:1]1([C:11]([O:13][C:14]([CH3:17])([CH3:16])[CH3:15])=[O:12])[CH2:6][CH2:5][NH:4][CH2:3][CH:2]1[C:7]([O:9][CH3:10])=[O:8].[CH2:18](Br)[C:19]1[CH:24]=[CH:23][CH:22]=[CH:21][CH:20]=1.C(N(CC)CC)C. The catalyst is C(#N)C. The product is [CH2:18]([N:4]1[CH2:5][CH2:6][N:1]([C:11]([O:13][C:14]([CH3:17])([CH3:16])[CH3:15])=[O:12])[CH:2]([C:7]([O:9][CH3:10])=[O:8])[CH2:3]1)[C:19]1[CH:24]=[CH:23][CH:22]=[CH:21][CH:20]=1. The yield is 0.660. (3) The reactants are [CH:1]1([CH2:6][CH:7]([C:11]2[CH:16]=[CH:15][C:14]([Cl:17])=[C:13]([Cl:18])[CH:12]=2)[C:8]([OH:10])=O)[CH2:5][CH2:4][CH2:3][CH2:2]1.F[P-](F)(F)(F)(F)F.N1(O[P+](N(C)C)(N(C)C)N(C)C)C2C=CC=CC=2N=N1.[NH2:46][C:47]1[S:48][C:49]2[CH:55]=[C:54]([S:56]([CH3:59])(=[O:58])=[O:57])[CH:53]=[CH:52][C:50]=2[N:51]=1.C(N(CC)C(C)C)(C)C. The catalyst is C(Cl)Cl.O. The product is [CH:1]1([CH2:6][CH:7]([C:11]2[CH:16]=[CH:15][C:14]([Cl:17])=[C:13]([Cl:18])[CH:12]=2)[C:8]([NH:46][C:47]2[S:48][C:49]3[CH:55]=[C:54]([S:56]([CH3:59])(=[O:58])=[O:57])[CH:53]=[CH:52][C:50]=3[N:51]=2)=[O:10])[CH2:2][CH2:3][CH2:4][CH2:5]1. The yield is 0.800. (4) The reactants are Cl.CN.[CH2:4]([C:6]1[CH:7]=[C:8]([O:24][C:25]2[CH:26]=[N:27][C:28]([S:31]([CH3:34])(=[O:33])=[O:32])=[CH:29][CH:30]=2)[CH:9]=[C:10]2[C:14]=1[NH:13][C:12]([C:15]1[S:16][CH:17]([CH2:20][C:21]([OH:23])=O)[CH2:18][N:19]=1)=[CH:11]2)[CH3:5].O[N:36]1[C:40]2C=CC=CC=2N=N1.Cl.C(N=C=NCCCN(C)C)C. The catalyst is O.CN(C)C=O.C(N(CC)CC)C. The product is [CH2:4]([C:6]1[CH:7]=[C:8]([O:24][C:25]2[CH:26]=[N:27][C:28]([S:31]([CH3:34])(=[O:33])=[O:32])=[CH:29][CH:30]=2)[CH:9]=[C:10]2[C:14]=1[NH:13][C:12]([C:15]1[S:16][CH:17]([CH2:20][C:21]([NH:36][CH3:40])=[O:23])[CH2:18][N:19]=1)=[CH:11]2)[CH3:5]. The yield is 0.950. (5) The reactants are N1C=CC=CC=1.[F:7][C:8]([F:21])([F:20])[S:9]([O:12]S(C(F)(F)F)(=O)=O)(=[O:11])=[O:10].[C:22]1([C:47]2[CH:52]=[CH:51][CH:50]=[CH:49][CH:48]=2)[CH:27]=[CH:26][C:25]([CH2:28][N:29]2[C:38]3[C:33](=[C:34](O)[CH:35]=[CH:36][C:37]=3[C:39]3[CH:44]=[CH:43][CH:42]=[CH:41][CH:40]=3)[CH2:32][CH2:31][C:30]2=[O:46])=[CH:24][CH:23]=1. The catalyst is ClCCl. The product is [C:22]1([C:47]2[CH:52]=[CH:51][CH:50]=[CH:49][CH:48]=2)[CH:27]=[CH:26][C:25]([CH2:28][N:29]2[C:38]3[C:33](=[C:34]([O:12][S:9]([C:8]([F:21])([F:20])[F:7])(=[O:11])=[O:10])[CH:35]=[CH:36][C:37]=3[C:39]3[CH:44]=[CH:43][CH:42]=[CH:41][CH:40]=3)[CH2:32][CH2:31][C:30]2=[O:46])=[CH:24][CH:23]=1. The yield is 1.00. (6) The reactants are [NH2:1][C:2]1[CH:7]=[CH:6][CH:5]=[CH:4][CH:3]=1.[Cl-].[F:9][C:10]1[CH:15]=[CH:14][C:13]([N+]#N)=[CH:12][CH:11]=1. No catalyst specified. The product is [F:9][C:10]1[CH:15]=[CH:14][C:13]([C:3]2[C:2]([NH2:1])=[CH:7][CH:6]=[CH:5][CH:4]=2)=[CH:12][CH:11]=1.[F:9][C:10]1[CH:15]=[CH:14][C:13]([C:5]2[CH:6]=[CH:7][C:2]([NH2:1])=[CH:3][CH:4]=2)=[CH:12][CH:11]=1. The yield is 0.430. (7) The reactants are [NH2:1][C:2]([CH3:7])([CH3:6])[C:3]([OH:5])=[O:4].[OH-].[Na+].[Cl:10][CH2:11][C:12](Cl)=[O:13].Cl. The catalyst is O. The product is [Cl:10][CH2:11][C:12]([NH:1][C:2]([CH3:7])([CH3:6])[C:3]([OH:5])=[O:4])=[O:13]. The yield is 0.620. (8) The reactants are C(OC([NH:8][C:9]1[CH:14]=[CH:13][C:12]([C:15]([CH3:18])([CH3:17])[CH3:16])=[C:11]([NH:19][C:20]([C:22]2[C:31](=[O:32])[C:30]3[C:25](=[CH:26][CH:27]=[CH:28][CH:29]=3)[NH:24][CH:23]=2)=[O:21])[CH:10]=1)=O)(C)(C)C.C(O)(C(F)(F)F)=O. The catalyst is C(Cl)Cl. The product is [NH2:8][C:9]1[CH:14]=[CH:13][C:12]([C:15]([CH3:18])([CH3:17])[CH3:16])=[C:11]([NH:19][C:20]([C:22]2[C:31](=[O:32])[C:30]3[C:25](=[CH:26][CH:27]=[CH:28][CH:29]=3)[NH:24][CH:23]=2)=[O:21])[CH:10]=1. The yield is 0.560.